This data is from Reaction yield outcomes from USPTO patents with 853,638 reactions. The task is: Predict the reaction yield, written as a fraction of the theoretical maximum amount of product (1.0 means a 100% yield; for example, 0.34 means a 34% yield). (1) The reactants are C([O:3][C:4](=[O:32])[CH:5]([CH:29](C)[CH3:30])[CH2:6][CH2:7][CH2:8][CH2:9][CH2:10][N:11]1[C:15]([C:16]2[CH:21]=[CH:20][CH:19]=[CH:18][CH:17]=2)=[C:14]([C:22]2[CH:27]=[CH:26][CH:25]=[CH:24][CH:23]=2)[N:13]=[C:12]1[CH3:28])C.[OH-].[Na+]. The catalyst is CO. The product is [CH2:29]([CH:5]([CH2:6][CH2:7][CH2:8][CH2:9][CH2:10][N:11]1[C:15]([C:16]2[CH:17]=[CH:18][CH:19]=[CH:20][CH:21]=2)=[C:14]([C:22]2[CH:27]=[CH:26][CH:25]=[CH:24][CH:23]=2)[N:13]=[C:12]1[CH3:28])[C:4]([OH:32])=[O:3])[CH3:30]. The yield is 0.640. (2) The reactants are Br[C:2]1[S:6][C:5]([C:7]2[N:11]3[N:12]=[C:13]([CH3:21])[CH:14]=[C:15]([CH:16]([CH2:19][CH3:20])[CH2:17][CH3:18])[C:10]3=[N:9][C:8]=2[CH3:22])=[C:4]([CH3:23])[CH:3]=1.[I-].[CH3:25][C:26]1[CH:31]=[CH:30][CH:29]=[CH:28][C:27]=1[Zn+].C1COCC1. The catalyst is C1C=CC(P(C2C=CC=CC=2)[C-]2C=CC=C2)=CC=1.C1C=CC(P(C2C=CC=CC=2)[C-]2C=CC=C2)=CC=1.Cl[Pd]Cl.[Fe+2]. The product is [CH2:17]([CH:16]([C:15]1[C:10]2[N:11]([C:7]([C:5]3[S:6][C:2]([C:27]4[CH:28]=[CH:29][CH:30]=[CH:31][C:26]=4[CH3:25])=[CH:3][C:4]=3[CH3:23])=[C:8]([CH3:22])[N:9]=2)[N:12]=[C:13]([CH3:21])[CH:14]=1)[CH2:19][CH3:20])[CH3:18]. The yield is 0.460. (3) The reactants are [F:1][C:2]1[CH:7]=[CH:6][C:5]([CH2:8][C:9]([N:11]=[C:12]=[S:13])=[O:10])=[CH:4][CH:3]=1.CCO.[NH2:17][C:18]1[CH:52]=[CH:51][C:21]([O:22][C:23]2[CH:28]=[CH:27][N:26]=[C:25]3[CH:29]=[C:30]([C:32]4[N:37]=[CH:36][C:35]([CH2:38][N:39]([CH2:47][CH2:48][O:49][CH3:50])[C:40](=[O:46])[O:41][C:42]([CH3:45])([CH3:44])[CH3:43])=[CH:34][CH:33]=4)[S:31][C:24]=23)=[C:20]([F:53])[CH:19]=1. The catalyst is C1(C)C=CC=CC=1. The product is [F:53][C:20]1[CH:19]=[C:18]([NH:17][C:12]([NH:11][C:9](=[O:10])[CH2:8][C:5]2[CH:4]=[CH:3][C:2]([F:1])=[CH:7][CH:6]=2)=[S:13])[CH:52]=[CH:51][C:21]=1[O:22][C:23]1[CH:28]=[CH:27][N:26]=[C:25]2[CH:29]=[C:30]([C:32]3[N:37]=[CH:36][C:35]([CH2:38][N:39]([CH2:47][CH2:48][O:49][CH3:50])[C:40](=[O:46])[O:41][C:42]([CH3:45])([CH3:43])[CH3:44])=[CH:34][CH:33]=3)[S:31][C:24]=12. The yield is 0.510. (4) The reactants are Cl.[CH3:2][NH:3][CH3:4].[CH3:5][C:6]1([CH3:16])[O:10]/[C:9](=[CH:11]\[C:12](Cl)=[O:13])/[C:8](=[O:15])[O:7]1.C(N(CC)CC)C. The catalyst is ClCCl. The product is [CH3:5][C:6]1([CH3:16])[O:10]/[C:9](=[CH:11]\[C:12]([N:3]([CH3:4])[CH3:2])=[O:13])/[C:8](=[O:15])[O:7]1. The yield is 0.550. (5) The reactants are [CH3:1][C:2]1[N:6]([CH2:7][CH2:8][OH:9])[C:5]([N+:10]([O-:12])=[O:11])=[CH:4][N:3]=1.[OH:13][CH2:14][CH2:15]N1C([N+]([O-])=O)=CN=C1C.C(OC(=O)C)(=O)C. The catalyst is C(O)(=O)C. The product is [C:14]([O:9][CH2:8][CH2:7][N:6]1[C:5]([N+:10]([O-:12])=[O:11])=[CH:4][N:3]=[C:2]1[CH3:1])(=[O:13])[CH3:15]. The yield is 0.950. (6) The reactants are [NH2:1][C:2]1[C:11]2[CH:10]=[CH:9][CH:8]=[C:7](Br)[C:6]=2[N:5]=[C:4]2[CH2:13][N:14]([CH:17]3[CH2:20][CH2:19][CH2:18]3)[C:15](=[O:16])[C:3]=12.[CH3:21][C:22]1[CH:23]=[CH:24][C:25]([Sn](CCCC)(CCCC)CCCC)=[N:26][CH:27]=1. No catalyst specified. The product is [NH2:1][C:2]1[C:11]2[CH:10]=[CH:9][CH:8]=[C:7]([C:25]3[CH:24]=[CH:23][C:22]([CH3:21])=[CH:27][N:26]=3)[C:6]=2[N:5]=[C:4]2[CH2:13][N:14]([CH:17]3[CH2:20][CH2:19][CH2:18]3)[C:15](=[O:16])[C:3]=12. The yield is 0.554. (7) The reactants are Br[C:2]1[CH:23]=[CH:22][C:5]([C:6]([NH:8][S:9]([C:12]2[CH:17]=[CH:16][CH:15]=[CH:14][C:13]=2[S:18](=[O:21])(=[O:20])[NH2:19])(=[O:11])=[O:10])=[O:7])=[CH:4][C:3]=1[CH3:24].[O:25]1[C:29]2[CH:30]=[CH:31][CH:32]=[CH:33][C:28]=2[CH:27]=[C:26]1B(O)O.C(=O)([O-])[O-].[Na+].[Na+]. The catalyst is CN(C)C=O.Cl[Pd]Cl.C1(P(C2C=CC=CC=2)[C-]2C=CC=C2)C=CC=CC=1.[C-]1(P(C2C=CC=CC=2)C2C=CC=CC=2)C=CC=C1.[Fe+2]. The product is [O:25]1[C:29]2[CH:30]=[CH:31][CH:32]=[CH:33][C:28]=2[CH:27]=[C:26]1[C:2]1[CH:23]=[CH:22][C:5]([C:6]([NH:8][S:9]([C:12]2[CH:17]=[CH:16][CH:15]=[CH:14][C:13]=2[S:18](=[O:21])(=[O:20])[NH2:19])(=[O:11])=[O:10])=[O:7])=[CH:4][C:3]=1[CH3:24]. The yield is 0.410.